Dataset: Peptide-MHC class I binding affinity with 185,985 pairs from IEDB/IMGT. Task: Regression. Given a peptide amino acid sequence and an MHC pseudo amino acid sequence, predict their binding affinity value. This is MHC class I binding data. (1) The peptide sequence is FLPDTRFGV. The MHC is HLA-A02:03 with pseudo-sequence HLA-A02:03. The binding affinity (normalized) is 0.901. (2) The peptide sequence is EMADYIFFV. The MHC is HLA-A80:01 with pseudo-sequence HLA-A80:01. The binding affinity (normalized) is 0.347. (3) The peptide sequence is NPQGERRAF. The MHC is HLA-B07:02 with pseudo-sequence HLA-B07:02. The binding affinity (normalized) is 1.00. (4) The peptide sequence is SSCSSCPLSKI. The MHC is HLA-B44:03 with pseudo-sequence HLA-B44:03. The binding affinity (normalized) is 0. (5) The peptide sequence is RLYNFSFLN. The MHC is HLA-A03:01 with pseudo-sequence HLA-A03:01. The binding affinity (normalized) is 0.427. (6) The MHC is HLA-A24:02 with pseudo-sequence HLA-A24:02. The peptide sequence is SYLIRALTL. The binding affinity (normalized) is 0.915. (7) The peptide sequence is EHNGGDDPL. The MHC is HLA-B39:01 with pseudo-sequence HLA-B39:01. The binding affinity (normalized) is 0.936.